Task: Predict the reaction yield, written as a fraction of the theoretical maximum amount of product (1.0 means a 100% yield; for example, 0.34 means a 34% yield).. Dataset: Reaction yield outcomes from USPTO patents with 853,638 reactions (1) The reactants are [CH3:13][C:12]([O:11][C:9](O[C:9]([O:11][C:12]([CH3:15])([CH3:14])[CH3:13])=[O:10])=[O:10])([CH3:15])[CH3:14].C1COCC1.[NH2:21][C@H:22]([C:25]1[CH:30]=[CH:29][CH:28]=[CH:27][CH:26]=1)[CH2:23][OH:24]. The catalyst is CCOC(C)=O.Cl. The product is [OH:24][CH2:23][C@H:22]([NH:21][C:9](=[O:10])[O:11][C:12]([CH3:13])([CH3:14])[CH3:15])[C:25]1[CH:30]=[CH:29][CH:28]=[CH:27][CH:26]=1. The yield is 0.630. (2) The reactants are Cl.[NH2:2][CH:3]1[CH2:9][CH:8]([CH3:10])[CH2:7][N:6]([S:11]([C:14]2[CH:19]=[CH:18][CH:17]=[CH:16][N:15]=2)(=[O:13])=[O:12])[CH2:5][CH:4]1[OH:20].[NH:21]([C:30]([O:32][C:33]([CH3:36])([CH3:35])[CH3:34])=[O:31])[C@H:22]([C:27](O)=[O:28])[CH2:23][CH:24]([CH3:26])[CH3:25].CN(C(ON1N=NC2C=CC=CC1=2)=[N+](C)C)C.F[P-](F)(F)(F)(F)F.CN1CCOCC1. The catalyst is CN(C=O)C. The product is [C:33]([O:32][C:30](=[O:31])[NH:21][C@H:22]([C:27](=[O:28])[NH:2][CH:3]1[CH2:9][CH:8]([CH3:10])[CH2:7][N:6]([S:11]([C:14]2[CH:19]=[CH:18][CH:17]=[CH:16][N:15]=2)(=[O:13])=[O:12])[CH2:5][CH:4]1[OH:20])[CH2:23][CH:24]([CH3:25])[CH3:26])([CH3:34])([CH3:36])[CH3:35]. The yield is 0.680. (3) The reactants are [Br:1]Br.[N:3]1([C:9]2[CH:14]=[CH:13][CH:12]=[CH:11][CH:10]=2)[CH2:8][CH2:7][O:6][CH2:5][CH2:4]1.O. The catalyst is C(O)C. The product is [Br:1][C:12]1[CH:13]=[CH:14][C:9]([N:3]2[CH2:8][CH2:7][O:6][CH2:5][CH2:4]2)=[CH:10][CH:11]=1. The yield is 0.720. (4) The reactants are [Cl:1][C:2]1[CH:3]=[C:4](B(O)O)[CH:5]=[C:6]([Cl:8])[CH:7]=1.Br[C:13]([C:15]([F:21])([F:20])[C:16]([F:19])([F:18])[F:17])=[CH2:14].C([O-])([O-])=O.[K+].[K+]. The catalyst is C1COCC1.O.Cl[Pd](Cl)([P](C1C=CC=CC=1)(C1C=CC=CC=1)C1C=CC=CC=1)[P](C1C=CC=CC=1)(C1C=CC=CC=1)C1C=CC=CC=1. The product is [Cl:1][C:2]1[CH:3]=[C:4]([C:13]([C:15]([F:21])([F:20])[C:16]([F:19])([F:18])[F:17])=[CH2:14])[CH:5]=[C:6]([Cl:8])[CH:7]=1. The yield is 0.660. (5) The reactants are [CH3:1][O:2][C:3]1[CH:8]=[CH:7][CH:6]=[CH:5][C:4]=1[C:9]1[C:17]2[C:16]([NH:18][C@H:19]([C:21]3[N:26]([C:27]4[CH:32]=[CH:31][CH:30]=[CH:29][CH:28]=4)[C:25](=[O:33])[C:24]4=[C:34]([CH3:37])[CH:35]=[CH:36][N:23]4[N:22]=3)[CH3:20])=[N:15][CH:14]=[N:13][C:12]=2[N:11](COCC[Si](C)(C)C)[CH:10]=1.FC(F)(F)C(O)=O.N. No catalyst specified. The product is [CH3:1][O:2][C:3]1[CH:8]=[CH:7][CH:6]=[CH:5][C:4]=1[C:9]1[C:17]2[C:16]([NH:18][C@H:19]([C:21]3[N:26]([C:27]4[CH:28]=[CH:29][CH:30]=[CH:31][CH:32]=4)[C:25](=[O:33])[C:24]4=[C:34]([CH3:37])[CH:35]=[CH:36][N:23]4[N:22]=3)[CH3:20])=[N:15][CH:14]=[N:13][C:12]=2[NH:11][CH:10]=1. The yield is 0.850. (6) The reactants are [H-].[Na+].[Cl:3][C:4]1[CH:9]=[C:8](Cl)[CH:7]=[CH:6][N:5]=1.[CH3:11][C:12]1[CH:13]=[C:14]([OH:26])[C:15]([C:19]2[CH:24]=[CH:23][CH:22]=[C:21]([CH3:25])[N:20]=2)=[N:16][C:17]=1[CH3:18]. The catalyst is CN(C=O)C. The product is [Cl:3][C:4]1[CH:9]=[C:8]([O:26][C:14]2[CH:13]=[C:12]([CH3:11])[C:17]([CH3:18])=[N:16][C:15]=2[C:19]2[CH:24]=[CH:23][CH:22]=[C:21]([CH3:25])[N:20]=2)[CH:7]=[CH:6][N:5]=1. The yield is 0.230.